Task: Predict the product of the given reaction.. Dataset: Forward reaction prediction with 1.9M reactions from USPTO patents (1976-2016) Given the reactants [CH3:1][O:2][C:3]1[CH:4]=[C:5]([C:9]2[N:29]=[C:12]3[CH:13]=[C:14]([NH:17][C:18]([C:20]4[N:24]([CH3:25])[N:23]=[CH:22][C:21]=4[C:26]([OH:28])=O)=[O:19])[CH:15]=[CH:16][N:11]3[N:10]=2)[CH:6]=[CH:7][CH:8]=1.CN(C(ON1N=NC2C=[CH:42][CH:43]=[N:44][C:39]1=2)=[N+](C)C)C.F[P-](F)(F)(F)(F)F.Cl.N1CCC1.CCN(C(C)C)C(C)C, predict the reaction product. The product is: [CH3:1][O:2][C:3]1[CH:4]=[C:5]([C:9]2[N:29]=[C:12]3[CH:13]=[C:14]([NH:17][C:18]([C:20]4[N:24]([CH3:25])[N:23]=[CH:22][C:21]=4[C:26]([N:44]4[CH2:43][CH2:42][CH2:39]4)=[O:28])=[O:19])[CH:15]=[CH:16][N:11]3[N:10]=2)[CH:6]=[CH:7][CH:8]=1.